Task: Predict the reactants needed to synthesize the given product.. Dataset: Full USPTO retrosynthesis dataset with 1.9M reactions from patents (1976-2016) (1) Given the product [N+:11]([C:9]1[CH:8]=[CH:7][C:5]2[N:6]=[C:2]([Cl:1])[S:3][C:4]=2[CH:10]=1)([O-:13])=[O:12], predict the reactants needed to synthesize it. The reactants are: [Cl:1][C:2]1[S:3][C:4]2[CH:10]=[CH:9][CH:8]=[CH:7][C:5]=2[N:6]=1.[N+:11]([O-])([OH:13])=[O:12]. (2) Given the product [Br:1][C:2]1[CH:3]=[C:4]([CH3:13])[C:5]2[N:9]=[C:8]([NH:10][CH3:11])[N:7]([C:23]([O:25][C:26]([CH3:29])([CH3:28])[CH3:27])=[O:24])[C:6]=2[CH:12]=1, predict the reactants needed to synthesize it. The reactants are: [Br:1][C:2]1[CH:3]=[C:4]([CH3:13])[C:5]2[NH:9][C:8]([NH:10][CH3:11])=[N:7][C:6]=2[CH:12]=1.C(N(C(C)C)CC)(C)C.[C:23](O[C:23]([O:25][C:26]([CH3:29])([CH3:28])[CH3:27])=[O:24])([O:25][C:26]([CH3:29])([CH3:28])[CH3:27])=[O:24]. (3) Given the product [NH2:1][C:2]1[C:7]([C:8]#[N:9])=[C:6]([C:10]2[CH:19]=[CH:18][C:13]3[O:14][CH2:16][O:17][C:12]=3[CH:11]=2)[C:5]([C:20]#[N:21])=[C:4]([O:30][CH2:31][C:32]2[CH:36]=[CH:35][S:34][CH:33]=2)[N:3]=1, predict the reactants needed to synthesize it. The reactants are: [NH2:1][C:2]1[C:7]([C:8]#[N:9])=[C:6]([C:10]2[CH:19]=[CH:18][C:13]3[O:14]C[CH2:16][O:17][C:12]=3[CH:11]=2)[C:5]([C:20]#[N:21])=[C:4](SC)[N:3]=1.CC(C)([O-])C.[K+].[OH:30][CH2:31][C:32]1[CH:36]=[CH:35][S:34][CH:33]=1. (4) Given the product [C:19]([C:24]1[O:15][C:6]2[C:5]([C:3](=[O:4])[C:2]=1[Br:1])=[CH:10][C:9](/[CH:11]=[CH:12]/[CH:13]=[CH2:14])=[CH:8][CH:7]=2)(=[O:18])[CH3:20], predict the reactants needed to synthesize it. The reactants are: [Br:1][CH2:2][C:3]([C:5]1[CH:10]=[C:9](/[CH:11]=[CH:12]/[CH:13]=[CH2:14])[CH:8]=[CH:7][C:6]=1[OH:15])=[O:4].[H-].[Na+].[O:18]=[C:19]([CH3:24])[CH2:20]C(Cl)=O.O.